Dataset: Forward reaction prediction with 1.9M reactions from USPTO patents (1976-2016). Task: Predict the product of the given reaction. (1) Given the reactants Cl.[NH2:2][CH2:3][CH2:4][CH2:5][N:6]1[CH2:12][CH2:11][C:10]2[CH:13]=[CH:14][C:15]([C:17]3[N:21]=[C:20]([C:22]4[CH:23]=[CH:24][C:25]([O:30][CH:31]([CH3:33])[CH3:32])=[C:26]([CH:29]=4)[C:27]#[N:28])[O:19][N:18]=3)=[CH:16][C:9]=2[CH2:8][CH2:7]1.[CH3:34][O:35][C:36](Cl)=[O:37], predict the reaction product. The product is: [C:27]([C:26]1[CH:29]=[C:22]([C:20]2[O:19][N:18]=[C:17]([C:15]3[CH:14]=[CH:13][C:10]4[CH2:11][CH2:12][N:6]([CH2:5][CH2:4][CH2:3][NH:2][C:36](=[O:37])[O:35][CH3:34])[CH2:7][CH2:8][C:9]=4[CH:16]=3)[N:21]=2)[CH:23]=[CH:24][C:25]=1[O:30][CH:31]([CH3:33])[CH3:32])#[N:28]. (2) Given the reactants [I:1][C:2]1[CH:9]=[CH:8][CH:7]=[CH:6][C:3]=1[CH2:4]Br.C(=O)([O-])[O-].[K+].[K+].[C:16]([CH2:19]C(=O)C)(=[O:18])[CH3:17], predict the reaction product. The product is: [I:1][C:2]1[CH:9]=[CH:8][CH:7]=[CH:6][C:3]=1[CH2:4][CH2:17][C:16](=[O:18])[CH3:19].